This data is from Forward reaction prediction with 1.9M reactions from USPTO patents (1976-2016). The task is: Predict the product of the given reaction. (1) Given the reactants [C:1]([NH:4][C:5]1[CH:6]=[C:7]([N:24]([C:32]2[N:37]=[C:36]([C:38]([F:41])([F:40])[F:39])[CH:35]=[CH:34][N:33]=2)C(=O)OC(C)(C)C)[CH:8]=[C:9]([C:11]2[S:15][C:14]([N:16]3[CH2:22][CH2:21][CH2:20][NH:19][C:18](=[O:23])[CH2:17]3)=[N:13][CH:12]=2)[CH:10]=1)(=[O:3])[CH3:2].FC(F)(F)C(O)=O, predict the reaction product. The product is: [O:23]=[C:18]1[NH:19][CH2:20][CH2:21][CH2:22][N:16]([C:14]2[S:15][C:11]([C:9]3[CH:10]=[C:5]([NH:4][C:1](=[O:3])[CH3:2])[CH:6]=[C:7]([NH:24][C:32]4[N:37]=[C:36]([C:38]([F:39])([F:41])[F:40])[CH:35]=[CH:34][N:33]=4)[CH:8]=3)=[CH:12][N:13]=2)[CH2:17]1. (2) Given the reactants I[C:2]1[CH:7]=[CH:6][CH:5]=[CH:4][CH:3]=1.[C:8]([O:12][C:13]([N:15]1[CH2:20][CH2:19][CH:18]([C:21]#[CH:22])[CH2:17][CH2:16]1)=[O:14])([CH3:11])([CH3:10])[CH3:9].C(N(CC)CC)C, predict the reaction product. The product is: [C:8]([O:12][C:13]([N:15]1[CH2:20][CH2:19][CH:18]([C:21]#[C:22][C:2]2[CH:7]=[CH:6][CH:5]=[CH:4][CH:3]=2)[CH2:17][CH2:16]1)=[O:14])([CH3:11])([CH3:10])[CH3:9]. (3) Given the reactants [C:1]([C:3]1[CH:8]=[CH:7][C:6]([CH2:9][CH2:10][C:11]2[C:15]3[C:16](=[O:30])[N:17]([C:24]4[CH:29]=[CH:28][CH:27]=[CH:26][CH:25]=4)[C:18]4[N:19]=[CH:20][CH:21]=[CH:22][C:23]=4[C:14]=3[NH:13][N:12]=2)=[CH:5][CH:4]=1)#N.S(=O)(=O)(O)[OH:32].[OH2:36], predict the reaction product. The product is: [C:1]([C:3]1[CH:4]=[CH:5][C:6]([CH2:9][CH2:10][C:11]2[C:15]3[C:16](=[O:30])[N:17]([C:24]4[CH:25]=[CH:26][CH:27]=[CH:28][CH:29]=4)[C:18]4[N:19]=[CH:20][CH:21]=[CH:22][C:23]=4[C:14]=3[NH:13][N:12]=2)=[CH:7][CH:8]=1)([OH:32])=[O:36].